From a dataset of Forward reaction prediction with 1.9M reactions from USPTO patents (1976-2016). Predict the product of the given reaction. (1) The product is: [C:16]1(=[C:8]([C:5]2[CH:6]=[CH:7][C:2]([C:26]3[CH:27]=[CH:28][O:24][CH:25]=3)=[CH:3][CH:4]=2)[C:9]2[CH:14]=[CH:13][C:12]([OH:15])=[CH:11][CH:10]=2)[CH2:17][CH2:18][CH2:19][CH2:20][CH2:21][CH2:22][CH2:23]1. Given the reactants Br[C:2]1[CH:7]=[CH:6][C:5]([C:8](=[C:16]2[CH2:23][CH2:22][CH2:21][CH2:20][CH2:19][CH2:18][CH2:17]2)[C:9]2[CH:14]=[CH:13][C:12]([OH:15])=[CH:11][CH:10]=2)=[CH:4][CH:3]=1.[O:24]1[CH:28]=[CH:27][C:26](B(O)O)=[CH:25]1.C([O-])([O-])=O.[Na+].[Na+], predict the reaction product. (2) Given the reactants [Cl:1][C:2]1[CH:28]=[CH:27][C:5]([O:6][C:7]([N:9]([CH3:26])[C@H:10]2[CH2:15][CH2:14][C@H:13]([CH2:16][CH2:17][CH2:18][CH2:19][CH2:20]OS(C)(=O)=O)[CH2:12][CH2:11]2)=[O:8])=[CH:4][CH:3]=1.[CH2:29]([CH2:32][NH2:33])[CH:30]=C.[CH3:34]O, predict the reaction product. The product is: [Cl:1][C:2]1[CH:28]=[CH:27][C:5]([O:6][C:7](=[O:8])[N:9]([C@H:10]2[CH2:15][CH2:14][C@H:13]([CH2:16][CH2:17][CH2:18][CH2:19][CH2:20][N:33]([CH2:32][CH:29]=[CH2:30])[CH3:34])[CH2:12][CH2:11]2)[CH3:26])=[CH:4][CH:3]=1. (3) The product is: [C:34]([OH:41])(=[O:40])/[CH:35]=[CH:36]/[C:37]([OH:39])=[O:38].[CH3:30][NH:31][CH2:1][C:3]1[CH:21]=[CH:20][C:6]([O:7][C:8]2[CH:15]=[C:14]([C:16]([F:19])([F:18])[F:17])[CH:13]=[CH:12][C:9]=2[C:10]#[N:11])=[CH:5][C:4]=1[C:22]1[CH:27]=[CH:26][CH:25]=[CH:24][CH:23]=1. Given the reactants [CH:1]([C:3]1[CH:21]=[CH:20][C:6]([O:7][C:8]2[CH:15]=[C:14]([C:16]([F:19])([F:18])[F:17])[CH:13]=[CH:12][C:9]=2[C:10]#[N:11])=[CH:5][C:4]=1[C:22]1[CH:27]=[CH:26][CH:25]=[CH:24][CH:23]=1)=O.CN.[C:30]([BH3-])#[N:31].[Na+].[C:34]([OH:41])(=[O:40])/[CH:35]=[CH:36]/[C:37]([OH:39])=[O:38], predict the reaction product. (4) The product is: [CH3:13][C:12]1[O:11][N:10]=[C:9]([C:14]2[CH:19]=[CH:18][CH:17]=[CH:16][CH:15]=2)[C:8]=1[C:6]1[N:7]=[C:3]([CH2:2][NH:29][CH2:30][CH2:31][CH2:32][N:33]2[CH2:38][CH2:37][O:36][CH2:35][CH2:34]2)[N:4]([C:20]2[CH:25]=[CH:24][C:23]([N+:26]([O-:28])=[O:27])=[CH:22][CH:21]=2)[CH:5]=1. Given the reactants Cl[CH2:2][C:3]1[N:4]([C:20]2[CH:25]=[CH:24][C:23]([N+:26]([O-:28])=[O:27])=[CH:22][CH:21]=2)[CH:5]=[C:6]([C:8]2[C:9]([C:14]3[CH:19]=[CH:18][CH:17]=[CH:16][CH:15]=3)=[N:10][O:11][C:12]=2[CH3:13])[N:7]=1.[NH2:29][CH2:30][CH2:31][CH2:32][N:33]1[CH2:38][CH2:37][O:36][CH2:35][CH2:34]1, predict the reaction product. (5) Given the reactants CS[C:3]1[S:4]/[C:5](=[CH:9]\[C:10]2[CH:11]=[C:12]3[C:17](=[CH:18][CH:19]=2)[N:16]=[CH:15][CH:14]=[CH:13]3)/[C:6](=[O:8])[N:7]=1.Cl.[S:21]1[CH:25]=[CH:24][CH:23]=[C:22]1[C:26](=[NH:28])[NH2:27].CCN(C(C)C)C(C)C, predict the reaction product. The product is: [O:8]=[C:6]1[C:5](=[CH:9][C:10]2[CH:11]=[C:12]3[C:17](=[CH:18][CH:19]=2)[N:16]=[CH:15][CH:14]=[CH:13]3)[S:4][C:3]([NH:28][C:26]([C:22]2[S:21][CH:25]=[CH:24][CH:23]=2)=[NH:27])=[N:7]1. (6) Given the reactants Cl[C:2]1[N:7]=[C:6]([CH3:8])[N:5]=[C:4]([N:9]([CH2:19][C:20]2[CH:25]=[CH:24][C:23]([O:26][CH3:27])=[CH:22][CH:21]=2)[CH2:10][C:11]2[CH:16]=[CH:15][C:14]([O:17][CH3:18])=[CH:13][CH:12]=2)[N:3]=1.[F:28][C:29]1[N:34]=[CH:33][C:32]([CH2:35][C:36]([O:38][C:39]([CH3:42])([CH3:41])[CH3:40])=[O:37])=[CH:31][C:30]=1B1OC(=O)CN(C)CC(=O)O1.C(=O)([O-])[O-].[K+].[K+].O, predict the reaction product. The product is: [CH3:18][O:17][C:14]1[CH:15]=[CH:16][C:11]([CH2:10][N:9]([CH2:19][C:20]2[CH:25]=[CH:24][C:23]([O:26][CH3:27])=[CH:22][CH:21]=2)[C:4]2[N:5]=[C:6]([CH3:8])[N:7]=[C:2]([C:30]3[CH:31]=[C:32]([CH2:35][C:36]([O:38][C:39]([CH3:42])([CH3:41])[CH3:40])=[O:37])[CH:33]=[N:34][C:29]=3[F:28])[N:3]=2)=[CH:12][CH:13]=1. (7) Given the reactants [CH3:1][C:2]([C:16]1[CH:21]=[CH:20][C:19]([C:22]2[CH:27]=[CH:26][CH:25]=[C:24]([CH2:28][NH:29][C:30]([NH:32][CH2:33][CH3:34])=[O:31])[CH:23]=2)=[C:18]([OH:35])[CH:17]=1)([CH3:15])[CH2:3][CH2:4][CH2:5][CH2:6][C:7]([N:9]1[CH2:14][CH2:13][O:12][CH2:11][CH2:10]1)=O.[H-].[Al+3].[Li+].[H-].[H-].[H-], predict the reaction product. The product is: [CH2:33]([NH:32][C:30]([NH:29][CH2:28][C:24]1[CH:23]=[C:22]([C:19]2[CH:20]=[CH:21][C:16]([C:2]([CH3:15])([CH2:3][CH2:4][CH2:5][CH2:6][CH2:7][N:9]3[CH2:14][CH2:13][O:12][CH2:11][CH2:10]3)[CH3:1])=[CH:17][C:18]=2[OH:35])[CH:27]=[CH:26][CH:25]=1)=[O:31])[CH3:34].